From a dataset of Catalyst prediction with 721,799 reactions and 888 catalyst types from USPTO. Predict which catalyst facilitates the given reaction. Reactant: [C:1](=[NH:20])([O:3][CH2:4][CH2:5][C:6]1[CH:11]=[CH:10][C:9]([O:12][C:13]2[CH:18]=[CH:17][C:16]([F:19])=[CH:15][CH:14]=2)=[CH:8][CH:7]=1)[NH2:2].[CH:21]([CH:23]([CH2:28][C:29]1[CH:30]=[N:31][C:32]([O:35][CH3:36])=[N:33][CH:34]=1)[C:24](OC)=O)=[O:22].C([O-])([O-])=O.[K+].[K+]. Product: [F:19][C:16]1[CH:17]=[CH:18][C:13]([O:12][C:9]2[CH:8]=[CH:7][C:6]([CH2:5][CH2:4][O:3][C:1]3[NH:2][CH:24]=[C:23]([CH2:28][C:29]4[CH:30]=[N:31][C:32]([O:35][CH3:36])=[N:33][CH:34]=4)[C:21](=[O:22])[N:20]=3)=[CH:11][CH:10]=2)=[CH:14][CH:15]=1. The catalyst class is: 37.